Dataset: Peptide-MHC class I binding affinity with 185,985 pairs from IEDB/IMGT. Task: Regression. Given a peptide amino acid sequence and an MHC pseudo amino acid sequence, predict their binding affinity value. This is MHC class I binding data. (1) The peptide sequence is THFQRKRRV. The MHC is HLA-A01:01 with pseudo-sequence HLA-A01:01. The binding affinity (normalized) is 0.0847. (2) The peptide sequence is MMHASTSPF. The MHC is HLA-A68:02 with pseudo-sequence HLA-A68:02. The binding affinity (normalized) is 0.411. (3) The peptide sequence is QQQQGQTVTK. The MHC is HLA-A33:01 with pseudo-sequence HLA-A33:01. The binding affinity (normalized) is 0.